This data is from Full USPTO retrosynthesis dataset with 1.9M reactions from patents (1976-2016). The task is: Predict the reactants needed to synthesize the given product. (1) The reactants are: [CH2:1]([O:3][C:4]([C:6]1[S:10][C:9]([C:11]2[CH:16]=[CH:15][C:14]([O:17]C)=[CH:13][CH:12]=2)=[N:8][C:7]=1[CH3:19])=[O:5])[CH3:2].B(Br)(Br)Br. Given the product [CH2:1]([O:3][C:4]([C:6]1[S:10][C:9]([C:11]2[CH:12]=[CH:13][C:14]([OH:17])=[CH:15][CH:16]=2)=[N:8][C:7]=1[CH3:19])=[O:5])[CH3:2], predict the reactants needed to synthesize it. (2) Given the product [CH2:1]([C:3]1[CH:4]=[N:5][C:6]([N:9]2[CH2:10][CH2:11][CH:12]([C@H:15]3[CH2:17][C@H:16]3[CH2:18][CH2:19][O:20][C:21]3[CH:26]=[CH:25][C:24]([CH2:27][C:28]([O:44][CH3:40])=[O:29])=[C:23]([F:30])[CH:22]=3)[CH2:13][CH2:14]2)=[N:7][CH:8]=1)[CH3:2], predict the reactants needed to synthesize it. The reactants are: [CH2:1]([C:3]1[CH:4]=[N:5][C:6]([N:9]2[CH2:14][CH2:13][CH:12]([C@H:15]3[CH2:17][C@H:16]3[CH2:18][CH2:19][O:20][C:21]3[CH:26]=[CH:25][C:24]([CH2:27][CH2:28][OH:29])=[C:23]([F:30])[CH:22]=3)[CH2:11][CH2:10]2)=[N:7][CH:8]=1)[CH3:2].N1(C(=O)CC2C(F)=C[C:40]([OH:44])=CC=2F)CCC1.C1(P(C2C=CC=CC=2)C2C=CC=CC=2)C=CC=CC=1.N(C(OC(C)(C)C)=O)=NC(OC(C)(C)C)=O.